Dataset: Full USPTO retrosynthesis dataset with 1.9M reactions from patents (1976-2016). Task: Predict the reactants needed to synthesize the given product. (1) The reactants are: C(=O)([O-])[O-].[Cs+].[Cs+].[CH:7]([C:10]1[C:18]2[C:13](=[CH:14][CH:15]=[CH:16][C:17]=2[N:19]2[CH:23]=[C:22]([C:24]3[CH:25]=[N:26][N:27]([CH3:29])[CH:28]=3)[N:21]=[CH:20]2)[NH:12][N:11]=1)([CH3:9])[CH3:8].[CH2:30]([C:32]1[CH:33]=[C:34]([CH:37]=[CH:38][C:39]=1F)[C:35]#[N:36])[CH3:31].O. Given the product [CH2:30]([C:32]1[CH:33]=[C:34]([CH:37]=[CH:38][C:39]=1[N:12]1[C:13]2[C:18](=[C:17]([N:19]3[CH:23]=[C:22]([C:24]4[CH:25]=[N:26][N:27]([CH3:29])[CH:28]=4)[N:21]=[CH:20]3)[CH:16]=[CH:15][CH:14]=2)[C:10]([CH:7]([CH3:9])[CH3:8])=[N:11]1)[C:35]#[N:36])[CH3:31], predict the reactants needed to synthesize it. (2) Given the product [Br:1][C:2]1[C:11]2[C:6](=[C:7]([CH3:12])[CH:8]=[CH:9][CH:10]=2)[C:5]([CH3:14])=[CH:4][CH:3]=1, predict the reactants needed to synthesize it. The reactants are: [Br:1][C:2]1[C:11]2[C:6](=[C:7]([CH2:12]Br)[CH:8]=[CH:9][CH:10]=2)[C:5]([CH2:14]Br)=[CH:4][CH:3]=1.[BH4-].[Na+].O. (3) Given the product [OH:39][CH2:38][CH2:37][N:36]([CH3:35])[C:16]([C@@H:9]1[CH2:10][C:11](=[N:13][O:14][CH3:15])[CH2:12][N:8]1[C:6]([C:29]1[CH:28]=[CH:27][C:26]([C:21]2[CH:22]=[CH:23][CH:24]=[CH:25][C:20]=2[CH3:19])=[CH:31][CH:30]=1)=[O:7])=[O:18], predict the reactants needed to synthesize it. The reactants are: C(O[C:6]([N:8]1[CH2:12][C:11](=[N:13][O:14][CH3:15])[CH2:10][C@H:9]1[C:16]([OH:18])=O)=[O:7])(C)(C)C.[CH3:19][C:20]1[CH:25]=[CH:24][CH:23]=[CH:22][C:21]=1[C:26]1[CH:31]=[CH:30][C:29](C(O)=O)=[CH:28][CH:27]=1.[CH3:35][NH:36][CH2:37][CH2:38][OH:39].